Dataset: Catalyst prediction with 721,799 reactions and 888 catalyst types from USPTO. Task: Predict which catalyst facilitates the given reaction. Product: [CH3:1][C:2]1[CH:7]=[CH:6][C:5]([CH2:8][CH2:9][CH2:10][CH:11]([CH3:12])[CH3:13])=[CH:4][C:3]=1[CH2:14][CH2:15][CH:16]=[O:17]. The catalyst class is: 13. Reactant: [CH3:1][C:2]1[CH:7]=[CH:6][C:5](/[CH:8]=[CH:9]/[CH2:10][CH:11]([CH3:13])[CH3:12])=[CH:4][C:3]=1[CH2:14][CH2:15][CH:16]=[O:17].